This data is from Peptide-MHC class II binding affinity with 134,281 pairs from IEDB. The task is: Regression. Given a peptide amino acid sequence and an MHC pseudo amino acid sequence, predict their binding affinity value. This is MHC class II binding data. (1) The peptide sequence is LGVLLLIGCWYCRRRNGYR. The MHC is DRB3_0101 with pseudo-sequence DRB3_0101. The binding affinity (normalized) is 0.481. (2) The peptide sequence is AFKVAATAANAAWAN. The MHC is DRB1_0901 with pseudo-sequence DRB1_0901. The binding affinity (normalized) is 0.730. (3) The MHC is DRB1_0801 with pseudo-sequence DRB1_0801. The binding affinity (normalized) is 0.457. The peptide sequence is VENVRVAYGKCDSAG. (4) The peptide sequence is KLNNQFGSVPALTIA. The MHC is DRB1_0901 with pseudo-sequence DRB1_0901. The binding affinity (normalized) is 0.145. (5) The peptide sequence is LGWNIITFKDKTDIH. The MHC is HLA-DQA10303-DQB10402 with pseudo-sequence HLA-DQA10303-DQB10402. The binding affinity (normalized) is 0. (6) The peptide sequence is PLMSSKFPELGMNPS. The MHC is DRB1_1201 with pseudo-sequence DRB1_1201. The binding affinity (normalized) is 0.350. (7) The peptide sequence is VHAVKPVTEEPGMAK. The MHC is HLA-DQA10201-DQB10202 with pseudo-sequence HLA-DQA10201-DQB10202. The binding affinity (normalized) is 0.419. (8) The peptide sequence is LQFNQMMNPSHVKFL. The MHC is DRB5_0101 with pseudo-sequence DRB5_0101. The binding affinity (normalized) is 1.00. (9) The binding affinity (normalized) is 0.852. The peptide sequence is AFILDGDNLFMKV. The MHC is DRB3_0101 with pseudo-sequence DRB3_0101. (10) The peptide sequence is DVKFPGGGQIVGSVY. The MHC is HLA-DQA10501-DQB10301 with pseudo-sequence HLA-DQA10501-DQB10301. The binding affinity (normalized) is 0.787.